Task: Predict the reaction yield, written as a fraction of the theoretical maximum amount of product (1.0 means a 100% yield; for example, 0.34 means a 34% yield).. Dataset: Reaction yield outcomes from USPTO patents with 853,638 reactions (1) The reactants are C([O-])([O-])=O.[K+].[K+].Br[CH2:8][C:9]1[CH:10]=[CH:11][C:12]([F:15])=[N:13][CH:14]=1.[NH:16]1[CH:20]=[CH:19][N:18]=[N:17]1. The catalyst is C(#N)C.CCOC(C)=O.O.[Cl-].[Na+].O. The product is [F:15][C:12]1[CH:11]=[CH:10][C:9]([CH2:8][N:17]2[N:18]=[CH:19][CH:20]=[N:16]2)=[CH:14][N:13]=1. The yield is 0.320. (2) The reactants are [Cr](Cl)([O-])(=O)=O.[NH+]1C=CC=CC=1.[CH3:12][C@H:13]([C@H:16]([CH3:20])[CH2:17][CH2:18][CH3:19])[CH2:14][OH:15]. The catalyst is ClCCl. The product is [CH3:12][C@H:13]([C@H:16]([CH3:20])[CH2:17][CH2:18][CH3:19])[CH:14]=[O:15]. The yield is 0.840. (3) The reactants are [OH-].[Na+].[C:3]([NH:6][CH2:7][CH2:8][NH:9][C:10]1[C:11]2[CH:24]=[C:23]([C:25]([OH:27])=[O:26])[N:22](S(C3C=CC=CC=3)(=O)=O)[C:12]=2[N:13]=[C:14]([C:16]2[CH:21]=[CH:20][CH:19]=[CH:18][CH:17]=2)[N:15]=1)(=[O:5])[CH3:4]. The catalyst is CO. The product is [C:3]([NH:6][CH2:7][CH2:8][NH:9][C:10]1[C:11]2[CH:24]=[C:23]([C:25]([OH:27])=[O:26])[NH:22][C:12]=2[N:13]=[C:14]([C:16]2[CH:21]=[CH:20][CH:19]=[CH:18][CH:17]=2)[N:15]=1)(=[O:5])[CH3:4]. The yield is 0.980. (4) The reactants are [CH3:1][O:2][C:3]([C:5]1[S:6][C:7]([C:11]2[CH:16]=[CH:15][CH:14]=[CH:13][CH:12]=2)=[CH:8][C:9]=1[NH2:10])=[O:4].[S:17]1[CH2:22][CH2:21][C:20](=O)[CH2:19][CH2:18]1.C1([SiH3])C=CC=CC=1. The catalyst is C1COCC1.[Sn](CCCC)(CCCC)(Cl)Cl. The product is [CH3:1][O:2][C:3]([C:5]1[S:6][C:7]([C:11]2[CH:16]=[CH:15][CH:14]=[CH:13][CH:12]=2)=[CH:8][C:9]=1[NH:10][CH:20]1[CH2:21][CH2:22][S:17][CH2:18][CH2:19]1)=[O:4]. The yield is 0.563. (5) The reactants are [CH3:1][C@@H:2]1[CH2:6][CH2:5][C:4](=O)[CH:3]1[C:8]([O:10]CC)=O.[NH2:13][C:14]([NH2:16])=[S:15].[OH-].[K+]. The catalyst is C(O)C.O. The product is [SH:15][C:14]1[N:13]=[C:8]([OH:10])[C:3]2[C@H:2]([CH3:1])[CH2:6][CH2:5][C:4]=2[N:16]=1. The yield is 0.560. (6) The reactants are Cl[C:2]1[CH:7]=[C:6]([C:8]2[CH:13]=[C:12]([Cl:14])[CH:11]=[CH:10][C:9]=2[CH3:15])[N:5]=[C:4]([NH2:16])[N:3]=1.[F:17][C:18]1[CH:23]=[CH:22][C:21]([NH2:24])=[CH:20][CH:19]=1. No catalyst specified. The product is [Cl:14][C:12]1[CH:11]=[CH:10][C:9]([CH3:15])=[C:8]([C:6]2[N:5]=[C:4]([NH2:16])[N:3]=[C:2]([NH:24][C:21]3[CH:22]=[CH:23][C:18]([F:17])=[CH:19][CH:20]=3)[CH:7]=2)[CH:13]=1. The yield is 0.660. (7) The product is [CH3:1][C@@H:2]1[N:6]([C:7]([O:9][C:10]([CH3:13])([CH3:12])[CH3:11])=[O:8])[C@H:5]([C:14]([O:16][CH2:17][C:18]([C:20]2[CH:21]=[CH:22][C:23]3[C:32]4[CH:31]=[C:30]5[CH2:33][CH2:34][CH:35]([O:55][C:53]([C@@H:48]6[CH2:49][CH2:50][C@H:51]([CH3:52])[N:47]6[C:45]([O:44][C:40]([CH3:41])([CH3:43])[CH3:42])=[O:46])=[O:54])[C:36](=[O:37])[C:29]5=[CH:28][C:27]=4[O:26][CH2:25][C:24]=3[CH:39]=2)=[O:19])=[O:15])[CH2:4][CH2:3]1. The yield is 0.530. The catalyst is CC(C)=O.C(Cl)Cl. The reactants are [CH3:1][C@@H:2]1[N:6]([C:7]([O:9][C:10]([CH3:13])([CH3:12])[CH3:11])=[O:8])[C@H:5]([C:14]([O:16][CH2:17][C:18]([C:20]2[CH:21]=[CH:22][C:23]3[C:32]4[CH:31]=[C:30]5[CH2:33][CH2:34][CH:35](Br)[C:36](=[O:37])[C:29]5=[CH:28][C:27]=4[O:26][CH2:25][C:24]=3[CH:39]=2)=[O:19])=[O:15])[CH2:4][CH2:3]1.[C:40]([O:44][C:45]([N:47]1[C@@H:51]([CH3:52])[CH2:50][CH2:49][C@H:48]1[C:53]([OH:55])=[O:54])=[O:46])([CH3:43])([CH3:42])[CH3:41].C([O-])([O-])=O.[Cs+].[Cs+].